This data is from Reaction yield outcomes from USPTO patents with 853,638 reactions. The task is: Predict the reaction yield, written as a fraction of the theoretical maximum amount of product (1.0 means a 100% yield; for example, 0.34 means a 34% yield). (1) The reactants are S(Cl)(Cl)=O.[Br:5][C:6]1[CH:14]=[CH:13][C:9]([C:10]([OH:12])=[O:11])=[CH:8][C:7]=1[C:15]([F:18])([F:17])[F:16].[CH3:19]O. No catalyst specified. The product is [Br:5][C:6]1[CH:14]=[CH:13][C:9]([C:10]([O:12][CH3:19])=[O:11])=[CH:8][C:7]=1[C:15]([F:16])([F:17])[F:18]. The yield is 0.940. (2) The reactants are [CH3:1][O:2][C:3](=[O:40])[CH2:4][O:5][C:6]1[CH:11]=[CH:10][C:9]([F:12])=[C:8]([CH2:13][C:14]2[C:22]3[C:17](=[N:18][CH:19]=[C:20]([C:23]4[CH:24]=[N:25][CH:26]=[CH:27][CH:28]=4)[CH:21]=3)[N:16]([Si](C(C)C)(C(C)C)C(C)C)[CH:15]=2)[C:7]=1[F:39].[F-].C([N+](CCCC)(CCCC)CCCC)CCC. The catalyst is O1CCCC1. The product is [CH3:1][O:2][C:3](=[O:40])[CH2:4][O:5][C:6]1[CH:11]=[CH:10][C:9]([F:12])=[C:8]([CH2:13][C:14]2[C:22]3[C:17](=[N:18][CH:19]=[C:20]([C:23]4[CH:24]=[N:25][CH:26]=[CH:27][CH:28]=4)[CH:21]=3)[NH:16][CH:15]=2)[C:7]=1[F:39]. The yield is 0.690. (3) The reactants are [F:1][C:2]1[C:3]([N+:16]([O-])=O)=[C:4]2[C:9](=[CH:10][CH:11]=1)[CH:8]=[N:7][C:6]([CH2:12][CH:13]([CH3:15])[CH3:14])=[CH:5]2.O. The catalyst is C1COCC1.[Ni]. The product is [F:1][C:2]1[CH:11]=[CH:10][C:9]2[CH:8]=[N:7][C:6]([CH2:12][CH:13]([CH3:14])[CH3:15])=[CH:5][C:4]=2[C:3]=1[NH2:16]. The yield is 1.00. (4) The reactants are [C:1](OC(=O)C)(=[O:3])[CH3:2].[Br:8][C:9]1[C:17]2[O:16][C:15]([C:18]3[CH:23]=[CH:22][C:21]([OH:24])=[C:20]([F:25])[CH:19]=3)=[N:14][C:13]=2[CH:12]=[C:11]([OH:26])[CH:10]=1.[O:27]1CCO[CH2:29][CH2:28]1. The catalyst is CN(C)C1C=CN=CC=1.O. The product is [C:1]([O:24][C:21]1[CH:22]=[CH:23][C:18]([C:15]2[O:16][C:17]3[C:9]([Br:8])=[CH:10][C:11]([O:26][C:28](=[O:27])[CH3:29])=[CH:12][C:13]=3[N:14]=2)=[CH:19][C:20]=1[F:25])(=[O:3])[CH3:2]. The yield is 0.560. (5) The reactants are [CH2:1]([O:8][CH2:9][C@H:10]1[C@@H:14]([O:15][Si:16]([C:19]([CH3:22])([CH3:21])[CH3:20])([CH3:18])[CH3:17])[CH2:13][C@H:12]([NH2:23])[CH2:11]1)[C:2]1[CH:7]=[CH:6][CH:5]=[CH:4][CH:3]=1.C(N(CC)CC)C.[Cl:31][C:32]1[N:37]=[C:36](Cl)[N:35]=[C:34]([NH:39][C@@H:40]2[C:48]3[C:43](=[CH:44][CH:45]=[CH:46][CH:47]=3)[CH2:42][C@@H:41]2[O:49][CH3:50])[N:33]=1. The catalyst is C1COCC1. The product is [CH2:1]([O:8][CH2:9][C@H:10]1[C@@H:14]([O:15][Si:16]([C:19]([CH3:20])([CH3:22])[CH3:21])([CH3:18])[CH3:17])[CH2:13][C@H:12]([NH:23][C:36]2[N:35]=[C:34]([NH:39][C@@H:40]3[C:48]4[C:43](=[CH:44][CH:45]=[CH:46][CH:47]=4)[CH2:42][C@@H:41]3[O:49][CH3:50])[N:33]=[C:32]([Cl:31])[N:37]=2)[CH2:11]1)[C:2]1[CH:7]=[CH:6][CH:5]=[CH:4][CH:3]=1. The yield is 0.310.